Task: Predict the reaction yield, written as a fraction of the theoretical maximum amount of product (1.0 means a 100% yield; for example, 0.34 means a 34% yield).. Dataset: Reaction yield outcomes from USPTO patents with 853,638 reactions (1) The reactants are [C:1]1([Mg]Br)[CH:6]=[CH:5][CH:4]=[CH:3][CH:2]=1.[CH:9](=[O:13])/[CH:10]=[CH:11]/[CH3:12].[Cl-].[NH4+]. The catalyst is O1CCCC1.CCOCC. The product is [C:1]1([CH:9]([OH:13])[CH:10]=[CH:11][CH3:12])[CH:6]=[CH:5][CH:4]=[CH:3][CH:2]=1. The yield is 0.999. (2) The reactants are [F:1][C:2]([F:13])([F:12])[C:3]1[CH:4]=[C:5]([CH:9]=[CH:10][CH:11]=1)[C:6]([OH:8])=O.C(N1C=CN=C1)(N1C=CN=C1)=O.Cl.[NH2:27][CH2:28][C:29]1[CH:30]=[C:31]2[C:36](=[CH:37][CH:38]=1)[N:35]=[C:34]([CH3:39])[N:33]([CH:40]1[CH2:45][CH2:44][C:43](=[O:46])[NH:42][C:41]1=[O:47])[C:32]2=[O:48]. The catalyst is CN(C=O)C. The product is [O:47]=[C:41]1[CH:40]([N:33]2[C:32](=[O:48])[C:31]3[C:36](=[CH:37][CH:38]=[C:29]([CH2:28][NH:27][C:6](=[O:8])[C:5]4[CH:9]=[CH:10][CH:11]=[C:3]([C:2]([F:1])([F:13])[F:12])[CH:4]=4)[CH:30]=3)[N:35]=[C:34]2[CH3:39])[CH2:45][CH2:44][C:43](=[O:46])[NH:42]1. The yield is 0.590.